From a dataset of Forward reaction prediction with 1.9M reactions from USPTO patents (1976-2016). Predict the product of the given reaction. Given the reactants [CH2:1]([C:3]1[CH:15]=[C:14]([CH:16]=O)[CH:13]=[CH:12][C:4]=1[O:5][CH2:6][C:7]([O:9][CH2:10][CH3:11])=[O:8])[CH3:2].[CH2:18]([NH2:22])[CH2:19][CH2:20][CH3:21], predict the reaction product. The product is: [CH2:18]([NH:22][CH2:16][C:14]1[CH:13]=[CH:12][C:4]([O:5][CH2:6][C:7]([O:9][CH2:10][CH3:11])=[O:8])=[C:3]([CH2:1][CH3:2])[CH:15]=1)[CH2:19][CH2:20][CH3:21].